From a dataset of Forward reaction prediction with 1.9M reactions from USPTO patents (1976-2016). Predict the product of the given reaction. (1) Given the reactants [CH2:1]([C:3]1[CH:12]=[C:11]([C:13]2[N:17]=[C:16]([C:18]3[CH:23]=[C:22]([CH3:24])[C:21]([CH2:25][CH:26]([CH3:28])[CH3:27])=[CH:20][N:19]=3)[O:15][N:14]=2)[CH:10]=[C:9]([CH3:29])[C:4]=1[O:5][CH2:6][CH2:7][NH2:8])[CH3:2].CCN=C=NCCCN(C)C.Cl.C1C=CC2N(O)N=NC=2C=1.CCN(C(C)C)C(C)C.[C:61](O)(=[O:64])[CH2:62][OH:63], predict the reaction product. The product is: [CH2:1]([C:3]1[CH:12]=[C:11]([C:13]2[N:17]=[C:16]([C:18]3[CH:23]=[C:22]([CH3:24])[C:21]([CH2:25][CH:26]([CH3:28])[CH3:27])=[CH:20][N:19]=3)[O:15][N:14]=2)[CH:10]=[C:9]([CH3:29])[C:4]=1[O:5][CH2:6][CH2:7][NH:8][C:62](=[O:63])[CH2:61][OH:64])[CH3:2]. (2) Given the reactants [Cl:1][C:2]1[CH:16]=[CH:15][C:5]([CH2:6][O:7][C:8]2[CH:13]=[CH:12][NH:11][C:10](=[O:14])[CH:9]=2)=[CH:4][CH:3]=1.Br[C:18]1[CH:19]=[CH:20][C:21]2[N:25]=[C:24]([CH:26]3[CH2:28][CH2:27]3)[N:23]([CH2:29][CH3:30])[C:22]=2[CH:31]=1.CNCCNC.C(=O)([O-])[O-].[K+].[K+], predict the reaction product. The product is: [Cl:1][C:2]1[CH:16]=[CH:15][C:5]([CH2:6][O:7][C:8]2[CH:13]=[CH:12][N:11]([C:18]3[CH:19]=[CH:20][C:21]4[N:25]=[C:24]([CH:26]5[CH2:27][CH2:28]5)[N:23]([CH2:29][CH3:30])[C:22]=4[CH:31]=3)[C:10](=[O:14])[CH:9]=2)=[CH:4][CH:3]=1. (3) Given the reactants C([N:8]1[CH2:13][CH2:12][CH:11]([N:14]2[C:18]3[CH:19]=[CH:20][C:21]([F:23])=[CH:22][C:17]=3[N:16]=[C:15]2[C:24]([F:30])([F:29])[C:25]([F:28])([F:27])[F:26])[CH2:10][CH2:9]1)C1C=CC=CC=1, predict the reaction product. The product is: [NH:8]1[CH2:13][CH2:12][CH:11]([N:14]2[C:18]3[CH:19]=[CH:20][C:21]([F:23])=[CH:22][C:17]=3[N:16]=[C:15]2[C:24]([F:30])([F:29])[C:25]([F:28])([F:27])[F:26])[CH2:10][CH2:9]1.